From a dataset of Forward reaction prediction with 1.9M reactions from USPTO patents (1976-2016). Predict the product of the given reaction. (1) Given the reactants [Br:1][C:2]1[S:3][C:4]([CH:7]=O)=[CH:5][N:6]=1.C(O)(=O)C.[NH:13]1[CH2:18][CH2:17][CH2:16][CH2:15][CH2:14]1.C(O[BH-](OC(=O)C)OC(=O)C)(=O)C.[Na+], predict the reaction product. The product is: [Br:1][C:2]1[S:3][C:4]([CH2:7][N:13]2[CH2:18][CH2:17][CH2:16][CH2:15][CH2:14]2)=[CH:5][N:6]=1. (2) Given the reactants [Cl:1][C:2]1[N:3]=[C:4](Cl)[C:5]2[CH:10]=[CH:9][N:8]([C:11]3[CH:20]=[CH:19][C:14]([C:15]([O:17][CH3:18])=[O:16])=[CH:13][CH:12]=3)[C:6]=2[N:7]=1.[CH2:22]1COCC1.CN1CCCC1=O.C[Mg]Br, predict the reaction product. The product is: [Cl:1][C:2]1[N:3]=[C:4]([CH3:22])[C:5]2[CH:10]=[CH:9][N:8]([C:11]3[CH:20]=[CH:19][C:14]([C:15]([O:17][CH3:18])=[O:16])=[CH:13][CH:12]=3)[C:6]=2[N:7]=1. (3) Given the reactants [Cl:1][C:2]1[CH:7]=[CH:6][C:5]([C:8]2[N:13]=[CH:12][N:11]3[C:14](=[O:28])[N:15]([CH2:17][C:18]4[CH:19]=[N:20][C:21]([C:24]([F:27])([F:26])[F:25])=[CH:22][CH:23]=4)[N:16]=[C:10]3[CH:9]=2)=[CH:4][CH:3]=1.C(=O)([O-])[O-].[Ca+2].[Br-:34].[Br-].[Br-].C[N+](C)(C)CC1C=CC=CC=1.C[N+](C)(C)CC1C=CC=CC=1.C[N+](C)(C)CC1C=CC=CC=1, predict the reaction product. The product is: [Br:34][C:9]1[C:10]2[N:11]([C:14](=[O:28])[N:15]([CH2:17][C:18]3[CH:19]=[N:20][C:21]([C:24]([F:26])([F:25])[F:27])=[CH:22][CH:23]=3)[N:16]=2)[CH:12]=[N:13][C:8]=1[C:5]1[CH:4]=[CH:3][C:2]([Cl:1])=[CH:7][CH:6]=1. (4) Given the reactants Br[C:2]1[CH:7]=[CH:6][C:5]([C:8]([F:11])([F:10])[F:9])=[CH:4][CH:3]=1.[CH:12]([C:14]1[CH:19]=[CH:18][C:17](B(O)O)=[CH:16][CH:15]=1)=[O:13].C(=O)([O-])[O-].[Na+].[Na+].ClCCl, predict the reaction product. The product is: [F:9][C:8]([F:11])([F:10])[C:5]1[CH:6]=[CH:7][C:2]([C:17]2[CH:18]=[CH:19][C:14]([CH:12]=[O:13])=[CH:15][CH:16]=2)=[CH:3][CH:4]=1. (5) The product is: [F:1][C:2]1[CH:9]=[CH:8][CH:7]=[C:6]([F:10])[C:3]=1[C:4]([N:13]([OH:14])[CH3:12])=[NH:5]. Given the reactants [F:1][C:2]1[CH:9]=[CH:8][CH:7]=[C:6]([F:10])[C:3]=1[C:4]#[N:5].Cl.[CH3:12][NH:13][OH:14].C(=O)([O-])[O-].[Na+].[Na+], predict the reaction product. (6) Given the reactants [OH:1][C:2]1[CH:7]=[CH:6][C:5]([C:8]([C:10]2[CH:15]=[CH:14][C:13]([OH:16])=[CH:12][CH:11]=2)=O)=[CH:4][CH:3]=1.[C:17]([C:22]1[CH:27]=[CH:26][C:25]([O:28][CH2:29][CH2:30][CH2:31][C:32]([O:34][CH2:35][CH3:36])=[O:33])=[CH:24][CH:23]=1)(=O)[CH2:18][CH2:19][CH3:20], predict the reaction product. The product is: [OH:1][C:2]1[CH:7]=[CH:6][C:5]([C:8]([C:10]2[CH:15]=[CH:14][C:13]([OH:16])=[CH:12][CH:11]=2)=[C:17]([C:22]2[CH:27]=[CH:26][C:25]([O:28][CH2:29][CH2:30][CH2:31][C:32]([O:34][CH2:35][CH3:36])=[O:33])=[CH:24][CH:23]=2)[CH2:18][CH2:19][CH3:20])=[CH:4][CH:3]=1. (7) Given the reactants Br[CH2:2][CH:3]([O:7][CH2:8][CH3:9])[O:4][CH2:5][CH3:6].C(=O)([O-])[O-].[Cs+].[Cs+].[OH:16][CH2:17][CH2:18][C:19]1[CH:24]=[CH:23][CH:22]=[CH:21][C:20]=1[OH:25], predict the reaction product. The product is: [CH2:5]([O:4][CH:3]([O:7][CH2:8][CH3:9])[CH2:2][O:25][C:20]1[CH:21]=[CH:22][CH:23]=[CH:24][C:19]=1[CH2:18][CH2:17][OH:16])[CH3:6]. (8) Given the reactants [CH2:1]([O:8][C@@H:9]1[C@H:14]2[NH:15]C(=O)[O:17][C@H:13]2[CH2:12][C@H:11]([CH2:19][F:20])[C@H:10]1[O:21][CH2:22][C:23]1[CH:28]=[CH:27][CH:26]=[CH:25][CH:24]=1)[C:2]1[CH:7]=[CH:6][CH:5]=[CH:4][CH:3]=1, predict the reaction product. The product is: [NH2:15][C@@H:14]1[C@@H:9]([O:8][CH2:1][C:2]2[CH:7]=[CH:6][CH:5]=[CH:4][CH:3]=2)[C@H:10]([O:21][CH2:22][C:23]2[CH:24]=[CH:25][CH:26]=[CH:27][CH:28]=2)[C@@H:11]([CH2:19][F:20])[CH2:12][C@@H:13]1[OH:17]. (9) Given the reactants [CH2:1]([C:8]1[N:12]([CH:13]([CH:23]2[CH2:28][CH2:27][CH2:26][CH2:25][CH2:24]2)[C:14]([NH:16][CH:17]2[CH2:22][CH2:21][CH2:20][CH2:19][CH2:18]2)=[O:15])[C:11]2[CH:29]=[C:30]([Cl:34])[C:31]([F:33])=[CH:32][C:10]=2[N:9]=1)[C:2]1[CH:7]=[CH:6][CH:5]=[CH:4][CH:3]=1.C1([CH:41]=[O:42])CCCCC1.S1CCC(CC=O)CC1.[Cl:52]C1C=C(CC(O)=O)C=CC=1.C1(C(OC)[C:70]([OH:72])=[O:71])CCCCC1, predict the reaction product. The product is: [Cl:52][C:24]1[C:23]([CH:13]([N:12]2[C:11]3[CH:29]=[C:30]([Cl:34])[C:31]([F:33])=[CH:32][C:10]=3[N:9]=[C:8]2[CH:1]([CH:2]2[CH2:7][CH2:6][CH2:5][CH2:4][CH2:3]2)[O:42][CH3:41])[C:14]([NH:16][CH:17]2[CH2:18][CH2:19][CH2:20][CH2:21][CH2:22]2)=[O:15])=[CH:28][C:27]2[O:72][CH2:70][O:71][C:26]=2[CH:25]=1.